This data is from Catalyst prediction with 721,799 reactions and 888 catalyst types from USPTO. The task is: Predict which catalyst facilitates the given reaction. (1) Reactant: [Cl:1][C:2]1[C:7]([CH3:8])=[C:6](I)[CH:5]=[CH:4][N:3]=1.[C:10](OC(=O)C)(=[O:12])[CH3:11].[Cl-].[Li+]. Product: [Cl:1][C:2]1[C:7]([CH3:8])=[C:6]([C:10](=[O:12])[CH3:11])[CH:5]=[CH:4][N:3]=1. The catalyst class is: 533. (2) Reactant: [Cl:1][C:2]1[N:10]=[C:9]([NH2:11])[N:8]=[C:7]2[C:3]=1[N:4]=[CH:5][N:6]2[CH2:12][C:13]1[CH:14]=[N:15][C:16]([CH3:22])=[C:17](O)[C:18]=1[CH2:19][OH:20].CI.[C:25]([O-:28])([O-])=O.[K+].[K+].[CH3:31]N(C=O)C. Product: [Cl:1][C:2]1[N:10]=[C:9]([NH2:11])[N:8]=[C:7]2[C:3]=1[N:4]=[CH:5][N:6]2[CH2:12][C:13]1[CH:14]=[N:15][C:16]([CH3:22])=[C:17]([O:28][CH3:25])[C:18]=1[CH2:19][O:20][CH3:31]. The catalyst class is: 25. (3) Reactant: [Br:1]N1C(=O)CCC1=O.[C:9]1([N:15]([C:30]2[CH:35]=[CH:34][CH:33]=[CH:32][CH:31]=2)[C:16]2[C:25]([C:26]([O:28][CH3:29])=[O:27])=[CH:24][CH:23]=[CH:22][C:17]=2[C:18]([O:20][CH3:21])=[O:19])[CH:14]=[CH:13][CH:12]=[CH:11][CH:10]=1. Product: [Br:1][C:33]1[CH:32]=[CH:31][C:30]([N:15]([C:9]2[CH:10]=[CH:11][CH:12]=[CH:13][CH:14]=2)[C:16]2[C:25]([C:26]([O:28][CH3:29])=[O:27])=[CH:24][CH:23]=[CH:22][C:17]=2[C:18]([O:20][CH3:21])=[O:19])=[CH:35][CH:34]=1. The catalyst class is: 22. (4) Product: [Cl:3][C:4]1[CH:9]=[CH:8][N:7]=[C:6]([C:10]([NH2:2])=[O:12])[CH:5]=1. Reactant: [OH-].[NH4+:2].[Cl:3][C:4]1[CH:9]=[CH:8][N:7]=[C:6]([C:10]([O:12]C)=O)[CH:5]=1. The catalyst class is: 5. (5) Reactant: [H-].[Na+].[CH3:3][C:4]1[CH:5]=[C:6]([OH:11])[CH:7]=[C:8]([CH3:10])[CH:9]=1.[Br:12][C:13]1[CH:14]=[C:15]([S:22]([N:25]2[CH2:30][CH2:29][N:28]([C:31]([O:33][C:34]([CH3:37])([CH3:36])[CH3:35])=[O:32])[CH2:27][CH2:26]2)(=[O:24])=[O:23])[CH:16]=[C:17]([N+]([O-])=O)[CH:18]=1. Product: [Br:12][C:13]1[CH:14]=[C:15]([S:22]([N:25]2[CH2:26][CH2:27][N:28]([C:31]([O:33][C:34]([CH3:37])([CH3:36])[CH3:35])=[O:32])[CH2:29][CH2:30]2)(=[O:23])=[O:24])[CH:16]=[C:17]([O:11][C:6]2[CH:7]=[C:8]([CH3:10])[CH:9]=[C:4]([CH3:3])[CH:5]=2)[CH:18]=1. The catalyst class is: 31.